Dataset: Reaction yield outcomes from USPTO patents with 853,638 reactions. Task: Predict the reaction yield, written as a fraction of the theoretical maximum amount of product (1.0 means a 100% yield; for example, 0.34 means a 34% yield). (1) The reactants are C([N:8]1[CH2:15][CH:14]2[O:16][CH:10]([CH2:11][N:12]([C:17]3[CH:22]=[CH:21][C:20]([N+:23]([O-])=O)=[C:19]([O:26][CH3:27])[CH:18]=3)[CH2:13]2)[CH2:9]1)C1C=CC=CC=1. The catalyst is [Pd].C(OCC)(=O)C.C(O)C. The product is [CH:14]12[O:16][CH:10]([CH2:9][NH:8][CH2:15]1)[CH2:11][N:12]([C:17]1[CH:22]=[CH:21][C:20]([NH2:23])=[C:19]([O:26][CH3:27])[CH:18]=1)[CH2:13]2. The yield is 1.00. (2) The reactants are [CH2:1]([O:8][C:9]1[C:17]2[N:16]=[C:15]([CH:18]([CH3:20])[CH3:19])[N:14]([CH3:21])[C:13]=2[CH:12]=[C:11](Br)[CH:10]=1)[C:2]1[CH:7]=[CH:6][CH:5]=[CH:4][CH:3]=1.C1(P(C2C=CC=CC=2)C2C=CC=CC=2)C=CC=CC=1.[CH3:42][NH:43][CH3:44].[C:45](=[O:47])=O. The catalyst is C([O-])(=O)C.[Pd+2].C([O-])(=O)C. The product is [CH3:42][N:43]([CH3:44])[C:45]([C:11]1[CH:10]=[C:9]([O:8][CH2:1][C:2]2[CH:7]=[CH:6][CH:5]=[CH:4][CH:3]=2)[C:17]2[N:16]=[C:15]([CH:18]([CH3:20])[CH3:19])[N:14]([CH3:21])[C:13]=2[CH:12]=1)=[O:47]. The yield is 0.700. (3) The reactants are [CH3:1][O:2][C:3]1[CH:10]=[C:9]([CH3:11])[CH:8]=[CH:7][C:4]=1[C:5]#[N:6].[Br:12]N1C(=O)CCC1=O. The catalyst is C(Cl)(Cl)(Cl)Cl.C(OCC)C.C(OOC(=O)C1C=CC=CC=1)(=O)C1C=CC=CC=1. The product is [Br:12][CH2:11][C:9]1[CH:8]=[CH:7][C:4]([C:5]#[N:6])=[C:3]([O:2][CH3:1])[CH:10]=1. The yield is 0.680. (4) The catalyst is CN(C=O)C. The reactants are [Cl:1][C:2]1[CH:7]=[C:6]([OH:8])[C:5]([F:9])=[CH:4][C:3]=1[NH:10][C:11]([C:13]1[C:14](=[O:26])[N:15]([C:20]2[CH:25]=[CH:24][CH:23]=[CH:22][CH:21]=2)[N:16]([CH3:19])[C:17]=1[CH3:18])=[O:12].CC([O-])(C)C.[K+].Cl[C:34]1[CH:39]=[CH:38][N:37]=[C:36]([C:40]([NH2:42])=[O:41])[CH:35]=1.O. The yield is 0.605. The product is [Cl:1][C:2]1[C:3]([NH:10][C:11]([C:13]2[C:14](=[O:26])[N:15]([C:20]3[CH:21]=[CH:22][CH:23]=[CH:24][CH:25]=3)[N:16]([CH3:19])[C:17]=2[CH3:18])=[O:12])=[CH:4][C:5]([F:9])=[C:6]([CH:7]=1)[O:8][C:34]1[CH:39]=[CH:38][N:37]=[C:36]([C:40]([NH2:42])=[O:41])[CH:35]=1. (5) The reactants are [NH2:1][C:2]1[CH:7]=[CH:6][C:5]([C:8]2[N:9]([CH:20]3[CH2:23][CH2:22][CH2:21]3)[C:10]3[C:15]([C:16]=2[C:17]#[N:18])=[CH:14][CH:13]=[C:12]([OH:19])[CH:11]=3)=[CH:4][C:3]=1[Cl:24].Cl[C:26]1[N:31]=[CH:30][CH:29]=[CH:28][N:27]=1.C(=O)([O-])[O-].[Cs+].[Cs+]. The catalyst is CN(C=O)C. The product is [NH2:1][C:2]1[CH:7]=[CH:6][C:5]([C:8]2[N:9]([CH:20]3[CH2:23][CH2:22][CH2:21]3)[C:10]3[C:15]([C:16]=2[C:17]#[N:18])=[CH:14][CH:13]=[C:12]([O:19][C:26]2[N:31]=[CH:30][CH:29]=[CH:28][N:27]=2)[CH:11]=3)=[CH:4][C:3]=1[Cl:24]. The yield is 0.910. (6) The product is [CH2:23]([N:14]([CH2:15][C:36]1[CH:35]=[CH:6][CH:5]=[CH:4][CH:13]=1)[C:7]1[C:8]2[C:13](=[CH:12][CH:11]=[C:10]([O:20][CH3:17])[CH:9]=2)[CH:4]=[CH:5][CH:6]=1)[C:24]1[CH:29]=[CH:28][CH:27]=[CH:26][CH:25]=1. The reactants are C1([C:4]2[C:13]3[C:8](=[CH:9][CH:10]=[CH:11][CH:12]=3)[C:7]([N:14]=[C:15]=S)=[CH:6][CH:5]=2)CC1.[C:17](=[O:20])([O-])[O-].[K+].[K+].[CH2:23](Br)[C:24]1[CH:29]=[CH:28][CH:27]=[CH:26][CH:25]=1.C(O[CH2:35][CH3:36])(=O)C. The catalyst is CC(C)=O. The yield is 0.830.